Predict the reactants needed to synthesize the given product. From a dataset of Full USPTO retrosynthesis dataset with 1.9M reactions from patents (1976-2016). Given the product [CH2:1]([O:3][C:4]([C:6]1[CH:15]=[C:14]([O:16][CH2:38][C:37]([N:33]2[CH2:34][CH2:35][CH2:36][C@H:32]2[C:30](=[O:31])[NH:29][CH:25]2[CH2:28][CH2:27][CH2:26]2)=[O:40])[C:13]2[C:8](=[CH:9][C:10]([CH3:18])=[C:11]([Cl:17])[CH:12]=2)[N:7]=1)=[O:5])[CH3:2], predict the reactants needed to synthesize it. The reactants are: [CH2:1]([O:3][C:4]([C:6]1[CH:15]=[C:14]([OH:16])[C:13]2[C:8](=[CH:9][C:10]([CH3:18])=[C:11]([Cl:17])[CH:12]=2)[N:7]=1)=[O:5])[CH3:2].C(=O)([O-])[O-].[Cs+].[Cs+].[CH:25]1([NH:29][C:30]([C@@H:32]2[CH2:36][CH2:35][CH2:34][N:33]2[C:37](=[O:40])[CH2:38]Br)=[O:31])[CH2:28][CH2:27][CH2:26]1.